The task is: Predict the reactants needed to synthesize the given product.. This data is from Full USPTO retrosynthesis dataset with 1.9M reactions from patents (1976-2016). (1) Given the product [CH3:1][N:2]1[C:10]2[C:5](=[CH:6][CH:7]=[CH:8][CH:9]=2)[C:4]2([CH2:29][CH2:28][O:27][CH2:26][CH2:25]2)[C:3]1=[O:11], predict the reactants needed to synthesize it. The reactants are: [CH3:1][N:2]1[C:10]2[C:5](=[CH:6][CH:7]=[CH:8][CH:9]=2)[CH2:4][C:3]1=[O:11].[H-].[Na+].CC1C=CC(S(O[CH2:25][CH2:26][O:27][CH2:28][CH2:29]C2C=C(C)C=CC=2S([O-])(=O)=O)(=O)=O)=CC=1.[Cl-].[NH4+]. (2) Given the product [Cl:12][C:3]1[C:4]2[C:9](=[CH:8][CH:7]=[C:6]([CH:10]=[O:11])[CH:5]=2)[NH:1][N:2]=1, predict the reactants needed to synthesize it. The reactants are: [NH:1]1[C:9]2[C:4](=[CH:5][C:6]([CH:10]=[O:11])=[CH:7][CH:8]=2)[CH:3]=[N:2]1.[Cl:12]N1C(=O)CCC1=O. (3) Given the product [O:13]=[S:9]1(=[O:14])[CH2:10][CH2:11][CH2:12][N:8]1[C:5]1[CH:6]=[CH:7][C:2]([C:17]2[N:16]([CH3:15])[C:20]([C:21]#[N:22])=[CH:19][CH:18]=2)=[CH:3][CH:4]=1, predict the reactants needed to synthesize it. The reactants are: Br[C:2]1[CH:7]=[CH:6][C:5]([N:8]2[CH2:12][CH2:11][CH2:10][S:9]2(=[O:14])=[O:13])=[CH:4][CH:3]=1.[CH3:15][N:16]1[C:20]([C:21]#[N:22])=[CH:19][CH:18]=[C:17]1B(O)O.[F-].[K+]. (4) Given the product [O:4]1[C:5]2([CH2:6][CH2:7][N:8]([C:11]([NH:13][C:14]3[CH:23]=[CH:22][CH:21]=[CH:20][C:15]=3[C:16]([OH:18])=[O:17])=[O:12])[CH2:9][CH2:10]2)[O:1][CH2:2][CH2:3]1, predict the reactants needed to synthesize it. The reactants are: [O:1]1[C:5]2([CH2:10][CH2:9][N:8]([C:11]([NH:13][C:14]3[CH:23]=[CH:22][CH:21]=[CH:20][C:15]=3[C:16]([O:18]C)=[O:17])=[O:12])[CH2:7][CH2:6]2)[O:4][CH2:3][CH2:2]1.[OH-].[Na+].CCOC(C)=O.O. (5) Given the product [C:3]([O:29][C:28](=[O:31])[NH:27][C:20]1[CH:19]=[CH:18][C:23]([C:2]2[C:3]([C:4]#[N:5])=[C:6]([Cl:10])[CH:7]=[CH:8][N:9]=2)=[CH:22][CH:21]=1)([CH3:6])([CH3:4])[CH3:2], predict the reactants needed to synthesize it. The reactants are: Cl[C:2]1[N:9]=[CH:8][CH:7]=[C:6]([Cl:10])[C:3]=1[C:4]#[N:5].C([C:18]1[CH:23]=[CH:22][C:21](B(O)O)=[C:20]([NH2:27])[CH:19]=1)(OC(C)(C)C)=O.[C:28](=[O:31])(O)[O-:29].[Na+]. (6) Given the product [N+:22]([C:25]1[CH:30]=[C:29]([N+:31]([O-:33])=[O:32])[CH:28]=[CH:27][C:26]=1[S:34]([NH:1][C@H:2]1[CH2:6][CH2:5][N:4]([C:7]([O:9][C:10]([CH3:13])([CH3:12])[CH3:11])=[O:8])[CH2:3]1)(=[O:36])=[O:35])([O-:24])=[O:23], predict the reactants needed to synthesize it. The reactants are: [NH2:1][C@H:2]1[CH2:6][CH2:5][N:4]([C:7]([O:9][C:10]([CH3:13])([CH3:12])[CH3:11])=[O:8])[CH2:3]1.N1C(C)=CC=CC=1C.[N+:22]([C:25]1[CH:30]=[C:29]([N+:31]([O-:33])=[O:32])[CH:28]=[CH:27][C:26]=1[S:34](Cl)(=[O:36])=[O:35])([O-:24])=[O:23].Cl.